Dataset: CYP2C19 inhibition data for predicting drug metabolism from PubChem BioAssay. Task: Regression/Classification. Given a drug SMILES string, predict its absorption, distribution, metabolism, or excretion properties. Task type varies by dataset: regression for continuous measurements (e.g., permeability, clearance, half-life) or binary classification for categorical outcomes (e.g., BBB penetration, CYP inhibition). Dataset: cyp2c19_veith. (1) The drug is CCCCn1c(SCC(=O)NC(C)(C)C)nnc1-c1ccco1. The result is 1 (inhibitor). (2) The compound is O=C(c1cc(C(F)(F)F)cc(C(F)(F)F)c1)N1CCC[C@@]2(CCN(c3ccncc3)C2)C1. The result is 0 (non-inhibitor). (3) The compound is CC(C)=CCC/C(C)=C/CO/N=C1/C[C@@H](O)[C@@H](O)[C@@H]2[C@@H]3C(=O)N([C@@H](C)c4ccccc4)C(=O)[C@H]3CC[C@@H]12. The result is 0 (non-inhibitor). (4) The molecule is O=C1CCCC=C1[C@H](O)CCCCBr. The result is 0 (non-inhibitor). (5) The compound is Cn1cccc1C(=O)N1CCC[C@@]2(CCN(C(=O)Nc3cccc(C#N)c3)C2)C1. The result is 0 (non-inhibitor). (6) The molecule is O=C(O)CCC(=O)N1CCc2cc(S(=O)(=O)N3CCCCC3)ccc21. The result is 0 (non-inhibitor). (7) The molecule is C[C@H]1O[C@@H](CC(=O)O)Cc2c1c(O)c1c(O)cc(-c3cc(=O)c4c(=O)c5c(c(=O)c=4c3=O)C[C@H](CC(=O)O)O[C@@H]5C)c(O)c1c2O. The result is 0 (non-inhibitor). (8) The molecule is CC(C)CC(=O)N1CCN(Cc2cccc(F)c2)CC1. The result is 1 (inhibitor). (9) The drug is O=[N+]([O-])c1ccc(N2CCN(Cc3ccccc3)CC2)c(S(=O)(=O)N2CCOCC2)c1. The result is 1 (inhibitor). (10) The drug is CC(=O)O[C@H]1C2=CO[C@H](C)[C@H]3[C@H]4C5=C([C@H](O)[C@H]6O[C@@H]6C5=O)[C@H](O[C@H]4C)[C@@]23C(=O)[C@H]2O[C@@H]21. The result is 0 (non-inhibitor).